This data is from TCR-epitope binding with 47,182 pairs between 192 epitopes and 23,139 TCRs. The task is: Binary Classification. Given a T-cell receptor sequence (or CDR3 region) and an epitope sequence, predict whether binding occurs between them. (1) The epitope is GILGFVFTL. The TCR CDR3 sequence is CASSYGQGLYEQYF. Result: 1 (the TCR binds to the epitope). (2) The epitope is VLAWLYAAV. The TCR CDR3 sequence is CASSQGLNEQFF. Result: 1 (the TCR binds to the epitope).